This data is from HIV replication inhibition screening data with 41,000+ compounds from the AIDS Antiviral Screen. The task is: Binary Classification. Given a drug SMILES string, predict its activity (active/inactive) in a high-throughput screening assay against a specified biological target. The drug is O=S(=O)(O)c1ccc(O)c(N=Nc2ccc(C=Cc3ccc(N=Nc4cc(S(=O)(=O)O)ccc4O)cc3S(=O)(=O)O)c(S(=O)(=O)O)c2)c1.[NaH]. The result is 0 (inactive).